This data is from Forward reaction prediction with 1.9M reactions from USPTO patents (1976-2016). The task is: Predict the product of the given reaction. (1) Given the reactants [F:1][C:2]([F:26])([F:25])[CH2:3][NH:4][C:5]([C:7]1([CH2:20][CH2:21][CH2:22][CH2:23]Br)[C:19]2[CH:18]=[CH:17][CH:16]=[CH:15][C:14]=2[C:13]2[C:8]1=[CH:9][CH:10]=[CH:11][CH:12]=2)=[O:6].[N:27]1([C:33]2[S:34][C:35]3[CH:41]=[CH:40][CH:39]=[CH:38][C:36]=3[N:37]=2)[CH2:32][CH2:31][NH:30][CH2:29][CH2:28]1.C(=O)([O-])[O-].[K+].[K+].O, predict the reaction product. The product is: [F:1][C:2]([F:26])([F:25])[CH2:3][NH:4][C:5]([C:7]1([CH2:20][CH2:21][CH2:22][CH2:23][N:30]2[CH2:31][CH2:32][N:27]([C:33]3[S:34][C:35]4[CH:41]=[CH:40][CH:39]=[CH:38][C:36]=4[N:37]=3)[CH2:28][CH2:29]2)[C:19]2[CH:18]=[CH:17][CH:16]=[CH:15][C:14]=2[C:13]2[C:8]1=[CH:9][CH:10]=[CH:11][CH:12]=2)=[O:6]. (2) The product is: [CH:1]([C:4]1[N:8]2[N:9]=[C:10]([CH:13]=[O:16])[CH:11]=[CH:12][C:7]2=[N:6][N:5]=1)([CH3:3])[CH3:2]. Given the reactants [CH:1]([C:4]1[N:8]2[N:9]=[C:10]([CH:13]=C)[CH:11]=[CH:12][C:7]2=[N:6][N:5]=1)([CH3:3])[CH3:2].I([O-])(=O)(=O)=[O:16].[Na+], predict the reaction product. (3) Given the reactants [F:1][CH:2]([F:38])[O:3][C:4]1[CH:5]=[C:6]([N:10]2[CH:14]=[C:13]([C:15]([NH:17][C:18]3[CH:23]=[CH:22][C:21]([C@@H:24]4[O:29][CH2:28][CH2:27][N:26](C(OC(C)(C)C)=O)[CH2:25]4)=[CH:20][C:19]=3[F:37])=[O:16])[CH:12]=[N:11]2)[CH:7]=[CH:8][CH:9]=1.[ClH:39].CCOCC, predict the reaction product. The product is: [ClH:39].[F:38][CH:2]([F:1])[O:3][C:4]1[CH:5]=[C:6]([N:10]2[CH:14]=[C:13]([C:15]([NH:17][C:18]3[CH:23]=[CH:22][C:21]([C@@H:24]4[O:29][CH2:28][CH2:27][NH:26][CH2:25]4)=[CH:20][C:19]=3[F:37])=[O:16])[CH:12]=[N:11]2)[CH:7]=[CH:8][CH:9]=1. (4) Given the reactants [H-].[Al+3].[Li+].[H-].[H-].[H-].[C:7]1([S:13][CH2:14][C:15]2[CH:23]=[CH:22][C:18]([C:19](O)=[O:20])=[CH:17][CH:16]=2)[CH:12]=[CH:11][CH:10]=[CH:9][CH:8]=1.O, predict the reaction product. The product is: [C:7]1([S:13][CH2:14][C:15]2[CH:16]=[CH:17][C:18]([CH2:19][OH:20])=[CH:22][CH:23]=2)[CH:8]=[CH:9][CH:10]=[CH:11][CH:12]=1. (5) The product is: [NH:30]1[C:31]2[C:27](=[C:26]([CH2:25][N:24]3[C:19]4([CH2:18][CH2:17][N:16]([C:8]5[O:7][C:11]6[CH:12]=[CH:13][CH:14]=[CH:15][C:10]=6[N:9]=5)[CH2:47][CH2:46]4)[CH2:20][CH2:21][CH2:22][C:23]3=[O:45])[CH:34]=[CH:33][CH:32]=2)[CH:28]=[CH:29]1. Given the reactants C([O-])([O-])=O.[Cs+].[Cs+].[O:7]1[C:11]2[CH:12]=[CH:13][CH:14]=[CH:15][C:10]=2[N:9]=[C:8]1[N:16]1[CH2:47][CH2:46][C:19]2([N:24]([CH2:25][C:26]3[CH:34]=[CH:33][CH:32]=[C:31]4[C:27]=3[CH:28]=[CH:29][N:30]4S(C3C=CC(C)=CC=3)(=O)=O)[C:23](=[O:45])[CH2:22][CH2:21][CH2:20]2)[CH2:18][CH2:17]1, predict the reaction product. (6) Given the reactants C(N1C=CN=C1)(N1[CH:7]=[CH:6]N=C1)=O.[OH:13]CC1CC1.[Cl:18][C:19]1[CH:20]=[C:21]([C@@H:26]2[C@@H:30]([NH:31][CH3:32])[CH2:29][N:28]([C:33]([CH:35]3[CH2:40][CH2:39][N:38]([C:41]([C:43]4([CH3:46])[CH2:45][CH2:44]4)=[O:42])[CH2:37][CH2:36]3)=[O:34])[CH2:27]2)[CH:22]=[CH:23][C:24]=1[Cl:25].O1[CH2:52][CH2:51][O:50][CH2:49]C1, predict the reaction product. The product is: [CH:52]1([CH2:51][O:50][C:49](=[O:13])[N:31]([C@@H:30]2[C@@H:26]([C:21]3[CH:22]=[CH:23][C:24]([Cl:25])=[C:19]([Cl:18])[CH:20]=3)[CH2:27][N:28]([C:33]([CH:35]3[CH2:40][CH2:39][N:38]([C:41]([C:43]4([CH3:46])[CH2:44][CH2:45]4)=[O:42])[CH2:37][CH2:36]3)=[O:34])[CH2:29]2)[CH3:32])[CH2:7][CH2:6]1. (7) Given the reactants C(N(C(C)C)CC)(C)C.Cl[C:11]1[N:16]=[C:15]([Cl:17])[N:14]=[C:13]([NH:18][C:19]2[NH:23][N:22]=[C:21]([CH:24]3[CH2:26][CH2:25]3)[CH:20]=2)[N:12]=1.[F:27][C:28]1[N:33]=[CH:32][C:31]([NH:34][C:35]([C@:37]2([CH3:42])[CH2:41][CH2:40][CH2:39][NH:38]2)=[O:36])=[CH:30][CH:29]=1, predict the reaction product. The product is: [Cl:17][C:15]1[N:14]=[C:13]([NH:18][C:19]2[NH:23][N:22]=[C:21]([CH:24]3[CH2:26][CH2:25]3)[CH:20]=2)[N:12]=[C:11]([N:38]2[CH2:39][CH2:40][CH2:41][C@@:37]2([CH3:42])[C:35]([NH:34][C:31]2[CH:32]=[N:33][C:28]([F:27])=[CH:29][CH:30]=2)=[O:36])[N:16]=1.